The task is: Predict which catalyst facilitates the given reaction.. This data is from Catalyst prediction with 721,799 reactions and 888 catalyst types from USPTO. Reactant: [OH:1][C:2]1[C:11]([C:12](=[O:22])/[CH:13]=[CH:14]/[C:15]2[CH:20]=[CH:19][C:18]([OH:21])=[CH:17][CH:16]=2)=[C:10]([O:23][CH3:24])[CH:9]=[C:8]2[C:3]=1[CH2:4][CH2:5][C:6]([CH3:26])([CH3:25])[O:7]2.[H][H]. Product: [OH:1][C:2]1[C:11]([C:12](=[O:22])[CH2:13][CH2:14][C:15]2[CH:20]=[CH:19][C:18]([OH:21])=[CH:17][CH:16]=2)=[C:10]([O:23][CH3:24])[CH:9]=[C:8]2[C:3]=1[CH2:4][CH2:5][C:6]([CH3:26])([CH3:25])[O:7]2. The catalyst class is: 19.